From a dataset of Reaction yield outcomes from USPTO patents with 853,638 reactions. Predict the reaction yield, written as a fraction of the theoretical maximum amount of product (1.0 means a 100% yield; for example, 0.34 means a 34% yield). (1) The reactants are [CH3:1][O:2][C:3]1[CH:23]=[C:22]([C:24]([F:27])([F:26])[F:25])[CH:21]=[C:20]([C:28]([F:31])([F:30])[F:29])[C:4]=1[C:5]([NH:7][C:8]1([C:14]2[CH:19]=[CH:18][CH:17]=[CH:16][CH:15]=2)[CH2:13][CH2:12][CH2:11][NH:10][CH2:9]1)=[O:6].[CH2:32](N(C(C)C)C(C)C)[CH3:33].ICC. The catalyst is ClCCl. The product is [CH2:32]([N:10]1[CH2:11][CH2:12][CH2:13][C:8]([NH:7][C:5](=[O:6])[C:4]2[C:20]([C:28]([F:31])([F:29])[F:30])=[CH:21][C:22]([C:24]([F:25])([F:26])[F:27])=[CH:23][C:3]=2[O:2][CH3:1])([C:14]2[CH:15]=[CH:16][CH:17]=[CH:18][CH:19]=2)[CH2:9]1)[CH3:33]. The yield is 0.580. (2) The reactants are [F:1][C:2]1[CH:3]=[C:4]([CH:7]=[CH:8][C:9]=1[OH:10])[CH:5]=[O:6].C([O-])([O-])=O.[K+].[K+].[CH2:17](I)[CH3:18].O. The catalyst is CN(C=O)C. The product is [CH2:17]([O:10][C:9]1[CH:8]=[CH:7][C:4]([CH:5]=[O:6])=[CH:3][C:2]=1[F:1])[CH3:18]. The yield is 0.920. (3) The reactants are CN(C(ON1N=NC2C=CC=CC1=2)=[N+](C)C)C.[B-](F)(F)(F)F.CCN(CC)CC.[NH2:30][C:31]1[C:32]([C:38]([OH:40])=O)=[N:33][C:34]([Br:37])=[CH:35][N:36]=1.[C:41]([NH:49][NH2:50])(=[O:48])[C:42]1[CH:47]=[CH:46][CH:45]=[CH:44][CH:43]=1. The catalyst is CN(C=O)C.O. The product is [NH2:30][C:31]1[C:32]([C:38]([N:49]([C:41]([C:42]2[CH:47]=[CH:46][CH:45]=[CH:44][CH:43]=2)=[O:48])[NH2:50])=[O:40])=[N:33][C:34]([Br:37])=[CH:35][N:36]=1. The yield is 0.850.